Dataset: Reaction yield outcomes from USPTO patents with 853,638 reactions. Task: Predict the reaction yield, written as a fraction of the theoretical maximum amount of product (1.0 means a 100% yield; for example, 0.34 means a 34% yield). (1) The reactants are C[O:2][C:3]([C@@H:5]1[CH2:7][C@H:6]1[C:8](=[O:17])[NH:9][CH:10]1[CH2:15][CH2:14][CH:13](C)[CH2:12][CH2:11]1)=[O:4].[OH-].[Na+].CO.O1CCOC[CH2:23]1. No catalyst specified. The product is [CH3:23][C@@H:15]1[CH2:14][CH2:13][CH2:12][CH2:11][C@H:10]1[NH:9][C:8]([C@@H:6]1[CH2:7][C@H:5]1[C:3]([OH:2])=[O:4])=[O:17]. The yield is 0.870. (2) The reactants are Cl[CH2:2][CH:3](O)[C:4]([OH:6])=[O:5].[CH:8](=[O:15])[C:9]1[CH:14]=[CH:13][CH:12]=[CH:11][CH:10]=1.[CH:16](NC(C)C)(C)C. The catalyst is CCOCC. The product is [CH2:16]=[C:3]1[CH2:2][O:15][CH:8]([C:9]2[CH:14]=[CH:13][CH:12]=[CH:11][CH:10]=2)[O:6][C:4]1=[O:5]. The yield is 0.450. (3) The reactants are [CH2:1]([OH:6])[CH2:2][C@@H:3]([OH:5])[CH3:4].N1C=CC=CC=1.[C:13](Cl)(=[O:20])[C:14]1[CH:19]=[CH:18][CH:17]=[CH:16][CH:15]=1.[CH3:22][S:23](Cl)(=[O:25])=[O:24].C(N(CC)CC)C. The catalyst is ClCCl. The product is [C:13]([O:6][CH2:1][CH2:2][C@@H:3]([O:5][S:23]([CH3:22])(=[O:25])=[O:24])[CH3:4])(=[O:20])[C:14]1[CH:19]=[CH:18][CH:17]=[CH:16][CH:15]=1. The yield is 0.490. (4) The yield is 0.840. The product is [Br:1][C:2]1[CH:7]=[CH:6][C:5]([N:9]2[CH2:13][CH2:12][C@H:11]([OH:14])[CH2:10]2)=[CH:4][CH:3]=1. The catalyst is CN(CCO)C.[Cu]I. The reactants are [Br:1][C:2]1[CH:7]=[CH:6][C:5](I)=[CH:4][CH:3]=1.[NH:9]1[CH2:13][CH2:12][C@H:11]([OH:14])[CH2:10]1.[O-]P([O-])([O-])=O.[K+].[K+].[K+].O.O. (5) The reactants are [NH:1]1[C:5]2=[N:6][CH:7]=[CH:8][CH:9]=[C:4]2[C:3]([C:10]([O:12][CH3:13])=[O:11])=[N:2]1.C([O-])(=O)C.[Na+].[Br:19]Br. The catalyst is C(O)(=O)C.C(OC(C)C)(=O)C. The product is [Br:19][C:8]1[CH:9]=[C:4]2[C:3]([C:10]([O:12][CH3:13])=[O:11])=[N:2][NH:1][C:5]2=[N:6][CH:7]=1. The yield is 0.470. (6) The reactants are [C:1]1([S:7][C:8]2[CH:13]=[CH:12][C:11]([OH:14])=[CH:10][CH:9]=2)[CH:6]=[CH:5][CH:4]=[CH:3][CH:2]=1.Br[CH:16]1[CH2:20][CH2:19][CH2:18][CH2:17]1.C(=O)([O-])[O-].[K+].[K+].Cl. The catalyst is C1(C)C=CC=CC=1.CN(C=O)C. The product is [C:1]1([S:7][C:8]2[CH:13]=[CH:12][C:11]([O:14][CH:16]3[CH2:20][CH2:19][CH2:18][CH2:17]3)=[CH:10][CH:9]=2)[CH:2]=[CH:3][CH:4]=[CH:5][CH:6]=1. The yield is 1.00.